Dataset: Catalyst prediction with 721,799 reactions and 888 catalyst types from USPTO. Task: Predict which catalyst facilitates the given reaction. Reactant: [C:1]([O:5][C:6]([N:8]1[CH2:12][CH2:11][C:10]([CH:20]([C:22]2[S:26][C:25]3[C:27]([F:31])=[CH:28][CH:29]=[CH:30][C:24]=3[CH:23]=2)[OH:21])([CH2:13][CH:14]2[CH2:19][CH2:18][O:17][CH2:16][CH2:15]2)[CH2:9]1)=[O:7])([CH3:4])([CH3:3])[CH3:2]. Product: [C:1]([O:5][C:6]([N:8]1[CH2:12][CH2:11][C:10]([C:20]([C:22]2[S:26][C:25]3[C:27]([F:31])=[CH:28][CH:29]=[CH:30][C:24]=3[CH:23]=2)=[O:21])([CH2:13][CH:14]2[CH2:19][CH2:18][O:17][CH2:16][CH2:15]2)[CH2:9]1)=[O:7])([CH3:4])([CH3:2])[CH3:3]. The catalyst class is: 697.